Dataset: Reaction yield outcomes from USPTO patents with 853,638 reactions. Task: Predict the reaction yield, written as a fraction of the theoretical maximum amount of product (1.0 means a 100% yield; for example, 0.34 means a 34% yield). (1) The reactants are [NH2:1][C:2]1[CH:3]=[CH:4][C:5]([F:19])=[C:6]([C@:8]2([CH3:18])[CH2:14][C:13]([CH3:16])([CH3:15])[O:12][CH2:11][C:10](=[S:17])[NH:9]2)[CH:7]=1.[Cl:20][C:21]1[CH:22]=[CH:23][C:24]([C:27](O)=[O:28])=[N:25][CH:26]=1. No catalyst specified. The product is [F:19][C:5]1[CH:4]=[CH:3][C:2]([NH:1][C:27]([C:24]2[CH:23]=[CH:22][C:21]([Cl:20])=[CH:26][N:25]=2)=[O:28])=[CH:7][C:6]=1[C@:8]1([CH3:18])[CH2:14][C:13]([CH3:16])([CH3:15])[O:12][CH2:11][C:10](=[S:17])[NH:9]1. The yield is 0.720. (2) The reactants are Cl.[NH2:2][CH:3]1[CH2:7][CH2:6][N:5]([C:8]2[N:9]=[C:10]([NH:17][C:18]3[CH:23]=[CH:22][C:21]([O:24][CH3:25])=[C:20]([O:26][CH3:27])[CH:19]=3)[C:11]3[N:16]=[CH:15][S:14][C:12]=3[N:13]=2)[CH2:4]1.[OH:28][C:29]1[CH:30]=[C:31]([CH:35]=[CH:36][C:37]=1[C:38]([O:40][CH3:41])=[O:39])[C:32](O)=[O:33].CCN=C=NCCCN(C)C.CN1C=CN=C1. The catalyst is C(Cl)Cl. The product is [CH3:27][O:26][C:20]1[CH:19]=[C:18]([NH:17][C:10]2[C:11]3[N:16]=[CH:15][S:14][C:12]=3[N:13]=[C:8]([N:5]3[CH2:6][CH2:7][CH:3]([NH:2][C:32]([C:31]4[CH:35]=[CH:36][C:37]([C:38]([O:40][CH3:41])=[O:39])=[C:29]([OH:28])[CH:30]=4)=[O:33])[CH2:4]3)[N:9]=2)[CH:23]=[CH:22][C:21]=1[O:24][CH3:25]. The yield is 0.450. (3) The reactants are [N:1]1[C:10]2[C:5](=[CH:6][CH:7]=[CH:8][CH:9]=2)[CH:4]=[CH:3][C:2]=1[CH2:11][O:12][C:13]1[CH:18]=[CH:17][C:16]([CH2:19][C:20]([O:22]CC)=[O:21])=[CH:15][CH:14]=1.C1COCC1.O[Li].O.Cl. The catalyst is CO. The product is [N:1]1[C:10]2[C:5](=[CH:6][CH:7]=[CH:8][CH:9]=2)[CH:4]=[CH:3][C:2]=1[CH2:11][O:12][C:13]1[CH:14]=[CH:15][C:16]([CH2:19][C:20]([OH:22])=[O:21])=[CH:17][CH:18]=1. The yield is 0.950. (4) The reactants are C[Si]([N-][Si](C)(C)C)(C)C.[Li+].F[C:12]1[CH:17]=[C:16]([O:18][CH3:19])[CH:15]=[CH:14][C:13]=1[C:20]1[NH:29][C:28](=[O:30])[C:27]2[C:22](=[CH:23][C:24]([O:33][CH3:34])=[CH:25][C:26]=2[O:31][CH3:32])[N:21]=1.[NH2:35][C@H:36]1[CH2:41][CH2:40][C@H:39]([C:42]([OH:45])([CH3:44])[CH3:43])[CH2:38][CH2:37]1. The catalyst is C1COCC1.[NH4+].[Cl-]. The product is [OH:45][C:42]([C@H:39]1[CH2:40][CH2:41][C@H:36]([NH:35][C:12]2[CH:17]=[C:16]([O:18][CH3:19])[CH:15]=[CH:14][C:13]=2[C:20]2[NH:29][C:28](=[O:30])[C:27]3[C:22](=[CH:23][C:24]([O:33][CH3:34])=[CH:25][C:26]=3[O:31][CH3:32])[N:21]=2)[CH2:37][CH2:38]1)([CH3:44])[CH3:43]. The yield is 0.200. (5) The reactants are [NH:1]([C:5]1[CH:10]=[CH:9][C:8]([O:11][CH3:12])=[CH:7][CH:6]=1)[C:2]([CH3:4])=[O:3].[Br:13]Br.OS([O-])=O.[Na+]. The yield is 0.690. The catalyst is C(O)(=O)C. The product is [Br:13][C:9]1[CH:10]=[C:5]([NH:1][C:2]([CH3:4])=[O:3])[CH:6]=[CH:7][C:8]=1[O:11][CH3:12]. (6) The reactants are [C:1]([C:3]1[C:11]2[CH:10]=[N:9][CH:8]=[N:7][C:6]=2[NH:5][CH:4]=1)#[CH:2]. The catalyst is C(O)C.[OH-].[Pd+2].[OH-]. The product is [CH2:1]([C:3]1[C:11]2[CH:10]=[N:9][CH:8]=[N:7][C:6]=2[NH:5][CH:4]=1)[CH3:2]. The yield is 0.860. (7) The reactants are [C:1]([O-])([O-])=O.[K+].[K+].[CH2:7]([O:9][C:10](=[O:31])[CH2:11][CH2:12][CH2:13][CH2:14][CH2:15][CH2:16][N:17]([C:24]1[CH:29]=[CH:28][C:27]([OH:30])=[CH:26][N:25]=1)[C:18]1[CH:23]=[CH:22][CH:21]=[CH:20][N:19]=1)[CH3:8].CI.CCOC(C)=O. The catalyst is CN(C=O)C.[Cl-].[Na+].O. The product is [CH2:7]([O:9][C:10](=[O:31])[CH2:11][CH2:12][CH2:13][CH2:14][CH2:15][CH2:16][N:17]([C:24]1[CH:29]=[CH:28][C:27]([O:30][CH3:1])=[CH:26][N:25]=1)[C:18]1[CH:23]=[CH:22][CH:21]=[CH:20][N:19]=1)[CH3:8]. The yield is 0.560. (8) The reactants are C(Cl)(=O)C(Cl)=O.CS(C)=O.[Si:11]([O:28][CH2:29][C@@H:30]1[CH2:34][CH2:33][C@@:32]([C@@H:36]([CH3:41])/[CH:37]=[CH:38]/[CH2:39][OH:40])([CH3:35])[C:31]1([CH3:43])[CH3:42])([C:24]([CH3:27])([CH3:26])[CH3:25])([C:18]1[CH:23]=[CH:22][CH:21]=[CH:20][CH:19]=1)[C:12]1[CH:17]=[CH:16][CH:15]=[CH:14][CH:13]=1.C(N(CC)CC)C. The catalyst is C(Cl)Cl.O. The product is [Si:11]([O:28][CH2:29][C@@H:30]1[CH2:34][CH2:33][C@@:32]([C@@H:36]([CH3:41])/[CH:37]=[CH:38]/[CH:39]=[O:40])([CH3:35])[C:31]1([CH3:42])[CH3:43])([C:24]([CH3:26])([CH3:27])[CH3:25])([C:18]1[CH:19]=[CH:20][CH:21]=[CH:22][CH:23]=1)[C:12]1[CH:13]=[CH:14][CH:15]=[CH:16][CH:17]=1. The yield is 0.920. (9) The reactants are [NH2:1][C@H:2]([C:10]([NH:12][C@H:13]([C:21]([NH:23][CH2:24][C:25]([OH:27])=[O:26])=[O:22])[CH2:14][C:15]1[CH:20]=[CH:19][CH:18]=[CH:17][CH:16]=1)=[O:11])[CH2:3][CH2:4][CH2:5][NH:6][C:7](=[NH:9])[NH2:8].C(N(CC)CC)C.[C:35](O[C:35]([O:37][C:38]([CH3:41])([CH3:40])[CH3:39])=[O:36])([O:37][C:38]([CH3:41])([CH3:40])[CH3:39])=[O:36]. The catalyst is O1CCOCC1.O. The product is [NH:1]([C:35]([O:37][C:38]([CH3:41])([CH3:40])[CH3:39])=[O:36])[C@H:2]([C:10]([NH:12][C@H:13]([C:21]([NH:23][CH2:24][C:25]([OH:27])=[O:26])=[O:22])[CH2:14][C:15]1[CH:16]=[CH:17][CH:18]=[CH:19][CH:20]=1)=[O:11])[CH2:3][CH2:4][CH2:5][NH:6][C:7](=[NH:8])[NH2:9]. The yield is 0.990. (10) The reactants are [F:1][C:2]([F:20])([F:19])[C:3](O)=[CH:4][C:5]([C:7]1[CH:17]=[CH:16][C:10]2[O:11][CH2:12][C:13](=[O:15])[NH:14][C:9]=2[CH:8]=1)=O.Cl.[CH3:22][O:23][C:24]1[CH:29]=[CH:28][C:27]([NH:30][NH2:31])=[CH:26][CH:25]=1. No catalyst specified. The product is [CH3:22][O:23][C:24]1[CH:29]=[CH:28][C:27]([N:30]2[C:5]([C:7]3[CH:17]=[CH:16][C:10]4[O:11][CH2:12][C:13](=[O:15])[NH:14][C:9]=4[CH:8]=3)=[CH:4][C:3]([C:2]([F:20])([F:19])[F:1])=[N:31]2)=[CH:26][CH:25]=1. The yield is 0.740.